Dataset: Peptide-MHC class I binding affinity with 185,985 pairs from IEDB/IMGT. Task: Regression. Given a peptide amino acid sequence and an MHC pseudo amino acid sequence, predict their binding affinity value. This is MHC class I binding data. (1) The peptide sequence is EIPGSPGSY. The MHC is HLA-B15:01 with pseudo-sequence HLA-B15:01. The binding affinity (normalized) is 0.0847. (2) The peptide sequence is KRITVLDI. The MHC is Mamu-B08 with pseudo-sequence Mamu-B08. The binding affinity (normalized) is 0.337. (3) The peptide sequence is RLFFKCIYR. The MHC is HLA-A26:01 with pseudo-sequence HLA-A26:01. The binding affinity (normalized) is 0.0847. (4) The peptide sequence is HLKEKSSLR. The MHC is HLA-A03:01 with pseudo-sequence HLA-A03:01. The binding affinity (normalized) is 0.278. (5) The peptide sequence is QLREAATEA. The MHC is HLA-B07:02 with pseudo-sequence HLA-B07:02. The binding affinity (normalized) is 0.0529. (6) The peptide sequence is VVRVQRPAK. The MHC is HLA-A30:01 with pseudo-sequence HLA-A30:01. The binding affinity (normalized) is 0.712.